This data is from Catalyst prediction with 721,799 reactions and 888 catalyst types from USPTO. The task is: Predict which catalyst facilitates the given reaction. (1) Reactant: I([O-])(=O)(=O)=O.[Na+].[Cl:7][C:8]1[N:13]=[C:12]([N:14]([C:22]([O:24][C:25]([CH3:28])([CH3:27])[CH3:26])=[O:23])[C:15]([O:17][C:18]([CH3:21])([CH3:20])[CH3:19])=[O:16])[N:11]=[C:10]2[N:29]([CH2:37][C:38]3[CH:43]=[CH:42][C:41]([O:44][CH3:45])=[CH:40][CH:39]=3)[N:30]=[C:31]([CH2:32][CH:33]([OH:36])CO)[C:9]=12.O1CCCC1.CO. Product: [Cl:7][C:8]1[N:13]=[C:12]([N:14]([C:22]([O:24][C:25]([CH3:26])([CH3:27])[CH3:28])=[O:23])[C:15]([O:17][C:18]([CH3:19])([CH3:20])[CH3:21])=[O:16])[N:11]=[C:10]2[N:29]([CH2:37][C:38]3[CH:39]=[CH:40][C:41]([O:44][CH3:45])=[CH:42][CH:43]=3)[N:30]=[C:31]([CH2:32][CH2:33][OH:36])[C:9]=12. The catalyst class is: 6. (2) Reactant: [CH2:1]([O:8][C:9]([N:11]1[CH2:18][CH2:17][CH2:16][C@H:12]1[C:13]([OH:15])=O)=[O:10])[C:2]1[CH:7]=[CH:6][CH:5]=[CH:4][CH:3]=1.C(N1C=CN=C1)([N:21]1[CH:25]=[CH:24]N=C1)=O.Cl.C[O:33]C(=O)CN.C(N(CC)CC)C. Product: [CH2:1]([O:8][C:9]([N:11]1[CH2:12][C:13](=[O:15])[N:21]2[CH2:25][CH2:24][CH2:16][C@H:17]2[C:18]1=[O:33])=[O:10])[C:2]1[CH:3]=[CH:4][CH:5]=[CH:6][CH:7]=1. The catalyst class is: 7.